Dataset: Catalyst prediction with 721,799 reactions and 888 catalyst types from USPTO. Task: Predict which catalyst facilitates the given reaction. (1) Reactant: [CH3:1][C:2]1[CH:3]=[C:4]([CH:8]=[CH:9][C:10]=1[C:11]([N:13]1[CH2:17][CH2:16][CH2:15][CH2:14]1)=[O:12])[C:5]([OH:7])=O.CN(C(ON1N=NC2C=CC=CC1=2)=[N+](C)C)C.[B-](F)(F)(F)F.C(N(C(C)C)CC)(C)C.[C:49]([O:53][C:54]([NH:56][CH2:57][CH2:58][CH2:59][CH:60]([NH2:71])[C:61]1[NH:65][C:64]2[CH:66]=[CH:67][C:68]([Cl:70])=[CH:69][C:63]=2[N:62]=1)=[O:55])([CH3:52])([CH3:51])[CH3:50].ClCCl.CO.N.ClCl. Product: [C:49]([O:53][C:54]([NH:56][CH2:57][CH2:58][CH2:59][C@H:60]([NH:71][C:5](=[O:7])[C:4]1[CH:8]=[CH:9][C:10]([C:11]([N:13]2[CH2:17][CH2:16][CH2:15][CH2:14]2)=[O:12])=[C:2]([CH3:1])[CH:3]=1)[C:61]1[NH:65][C:64]2[CH:66]=[CH:67][C:68]([Cl:70])=[CH:69][C:63]=2[N:62]=1)=[O:55])([CH3:52])([CH3:50])[CH3:51]. The catalyst class is: 7. (2) Reactant: [F-].C([N+](CCCC)(CCCC)CCCC)CCC.[Si]([O:36][CH2:37][CH2:38][O:39][CH2:40][C@H:41]([O:51][C:52]1[N:57]=[CH:56][N:55]=[C:54]2[N:58]([C:61]3[CH:66]=[CH:65][CH:64]=[CH:63][C:62]=3[Cl:67])[N:59]=[CH:60][C:53]=12)[C:42]([NH:44][C:45]1[CH:50]=[CH:49][CH:48]=[CH:47][N:46]=1)=[O:43])(C(C)(C)C)(C1C=CC=CC=1)C1C=CC=CC=1. Product: [Cl:67][C:62]1[CH:63]=[CH:64][CH:65]=[CH:66][C:61]=1[N:58]1[C:54]2=[N:55][CH:56]=[N:57][C:52]([O:51][C@@H:41]([CH2:40][O:39][CH2:38][CH2:37][OH:36])[C:42]([NH:44][C:45]3[CH:50]=[CH:49][CH:48]=[CH:47][N:46]=3)=[O:43])=[C:53]2[CH:60]=[N:59]1. The catalyst class is: 7. (3) Reactant: [Br:1][C:2]1[CH:7]=[CH:6][C:5]([C:8]([CH3:13])([CH2:11][OH:12])[CH2:9]O)=[CH:4][CH:3]=1.C1(P(C2C=CC=CC=2)C2C=CC=CC=2)C=CC=CC=1.N(C(OC(C)C)=O)=NC(OC(C)C)=O. Product: [Br:1][C:2]1[CH:7]=[CH:6][C:5]([C:8]2([CH3:13])[CH2:11][O:12][CH2:9]2)=[CH:4][CH:3]=1. The catalyst class is: 11. (4) Reactant: Cl[C:2]1[N:7]=[C:6]([C:8]2[N:12]3[CH:13]=[CH:14][CH:15]=[CH:16][C:11]3=[N:10][C:9]=2[C:17]2[CH:18]=[CH:19][C:20]([O:34][CH3:35])=[C:21]([CH:33]=2)[C:22]([NH:24][C:25]2[C:30]([F:31])=[CH:29][CH:28]=[CH:27][C:26]=2[F:32])=[O:23])[CH:5]=[CH:4][N:3]=1.[CH2:36]([O:38][C:39]1[CH:45]=[C:44]([CH2:46][CH2:47][N:48]2[CH2:53][CH2:52][N:51]([CH3:54])[CH2:50][CH2:49]2)[CH:43]=[CH:42][C:40]=1[NH2:41])[CH3:37].C1(C)C=CC(S(O)(=O)=O)=CC=1.C[O-].[Na+]. Product: [F:32][C:26]1[CH:27]=[CH:28][CH:29]=[C:30]([F:31])[C:25]=1[NH:24][C:22](=[O:23])[C:21]1[CH:33]=[C:17]([C:9]2[N:10]=[C:11]3[CH:16]=[CH:15][CH:14]=[CH:13][N:12]3[C:8]=2[C:6]2[CH:5]=[CH:4][N:3]=[C:2]([NH:41][C:40]3[CH:42]=[CH:43][C:44]([CH2:46][CH2:47][N:48]4[CH2:49][CH2:50][N:51]([CH3:54])[CH2:52][CH2:53]4)=[CH:45][C:39]=3[O:38][CH2:36][CH3:37])[N:7]=2)[CH:18]=[CH:19][C:20]=1[O:34][CH3:35]. The catalyst class is: 812. (5) Reactant: C1C=C(Cl)C=C(C(OO)=O)C=1.[Cl:12][C:13]1[CH:18]=[CH:17][CH:16]=[C:15]([Cl:19])[C:14]=1[N:20]1[CH:31]=[CH:30][C:23]2[N:24]=[C:25](SC)[N:26]=[CH:27][C:22]=2[C:21]1=[O:32].CCN(C(C)C)C(C)C.[NH2:42][C:43]1[CH:48]=[CH:47][C:46]([N:49]2[CH2:54][CH2:53][N:52]([C:55]([O:57][C:58]([CH3:61])([CH3:60])[CH3:59])=[O:56])[CH2:51][CH2:50]2)=[CH:45][CH:44]=1. Product: [Cl:12][C:13]1[CH:18]=[CH:17][CH:16]=[C:15]([Cl:19])[C:14]=1[N:20]1[CH:31]=[CH:30][C:23]2[N:24]=[C:25]([NH:42][C:43]3[CH:48]=[CH:47][C:46]([N:49]4[CH2:54][CH2:53][N:52]([C:55]([O:57][C:58]([CH3:61])([CH3:60])[CH3:59])=[O:56])[CH2:51][CH2:50]4)=[CH:45][CH:44]=3)[N:26]=[CH:27][C:22]=2[C:21]1=[O:32]. The catalyst class is: 390.